This data is from Catalyst prediction with 721,799 reactions and 888 catalyst types from USPTO. The task is: Predict which catalyst facilitates the given reaction. (1) Product: [CH2:1]([O:8][C:9]([NH:11][CH2:12][C:13]1([C:28](=[O:30])[NH:50][C:44]2[CH:49]=[CH:48][CH:47]=[CH:46][CH:45]=2)[CH2:18][CH2:17][CH2:16][N:15]([C:19]([O:21][CH2:22][CH2:23][Si:24]([CH3:26])([CH3:27])[CH3:25])=[O:20])[CH2:14]1)=[O:10])[C:2]1[CH:7]=[CH:6][CH:5]=[CH:4][CH:3]=1. The catalyst class is: 2. Reactant: [CH2:1]([O:8][C:9]([NH:11][CH2:12][C:13]1([C:28]([OH:30])=O)[CH2:18][CH2:17][CH2:16][N:15]([C:19]([O:21][CH2:22][CH2:23][Si:24]([CH3:27])([CH3:26])[CH3:25])=[O:20])[CH2:14]1)=[O:10])[C:2]1[CH:7]=[CH:6][CH:5]=[CH:4][CH:3]=1.ClCCCl.CCN(C(C)C)C(C)C.[C:44]1([NH2:50])[CH:49]=[CH:48][CH:47]=[CH:46][CH:45]=1. (2) Product: [Cl:5][C:6]1[CH:11]=[CH:10][C:9]([C:12]2([C:16]3[C:25]4[C:20](=[CH:21][CH:22]=[C:23]([O:26][CH2:27][CH2:28][CH2:29][S:30]([NH:4][CH2:1][CH2:2][CH3:3])(=[O:32])=[O:31])[CH:24]=4)[CH2:19][CH2:18][N:17]=3)[CH2:15][CH2:14][CH2:13]2)=[CH:8][CH:7]=1. Reactant: [CH2:1]([NH2:4])[CH2:2][CH3:3].[Cl:5][C:6]1[CH:11]=[CH:10][C:9]([C:12]2([C:16]3[C:25]4[C:20](=[CH:21][CH:22]=[C:23]([O:26][CH2:27][CH2:28][CH2:29][S:30](Cl)(=[O:32])=[O:31])[CH:24]=4)[CH2:19][CH2:18][N:17]=3)[CH2:15][CH2:14][CH2:13]2)=[CH:8][CH:7]=1. The catalyst class is: 4. (3) Reactant: [Cl:1][CH2:2][C:3]([O:5][C:6]1[CH:11]=[CH:10][C:9]([NH:12][C:13](=[O:15])[CH3:14])=[CH:8][CH:7]=1)=[O:4].[N:16]1[CH:21]=[CH:20][CH:19]=[CH:18][CH:17]=1. Product: [Cl-:1].[C:13]([NH:12][C:9]1[CH:10]=[CH:11][C:6]([O:5][C:3](=[O:4])[CH2:2][N+:16]2[CH:21]=[CH:20][CH:19]=[CH:18][CH:17]=2)=[CH:7][CH:8]=1)(=[O:15])[CH3:14]. The catalyst class is: 13. (4) Reactant: [Cl-].[Na+].C(O)(=O)C.[F:7][C:8]([C@H:17]1[C@H:21]([OH:22])[CH2:20][CH:19]=[CH:18]1)(C(OC)=O)[C:9]([O:11][CH3:12])=[O:10].FC([C@@H]1[C@@H](O)CC=C1)(C(OC)=O)C(OC)=O.FC([C@H]1[C@H](O)CC=C1)C(OC)=O. Product: [F:7][CH:8]([C@@H:17]1[C@@H:21]([OH:22])[CH2:20][CH:19]=[CH:18]1)[C:9]([O:11][CH3:12])=[O:10]. The catalyst class is: 16. (5) Reactant: [CH2:1]([C:5]1([CH2:21][CH2:22][CH2:23][CH3:24])[C:17]2[CH:16]=[C:15]([C:18](=O)[CH3:19])[CH:14]=[CH:13][C:12]=2[C:11]2[C:6]1=[CH:7][CH:8]=[CH:9][CH:10]=2)[CH2:2][CH2:3][CH3:4].Cl.[NH2:26][OH:27].C([O-])(=O)C.[Na+].O. Product: [CH2:1]([C:5]1([CH2:21][CH2:22][CH2:23][CH3:24])[C:17]2[CH:16]=[C:15]([C:18](=[N:26][OH:27])[CH3:19])[CH:14]=[CH:13][C:12]=2[C:11]2[C:6]1=[CH:7][CH:8]=[CH:9][CH:10]=2)[CH2:2][CH2:3][CH3:4]. The catalyst class is: 8. (6) Reactant: [Cl:1][C:2]1[CH:3]=[C:4]([C:8]#[C:9][CH:10]([N:13]2[CH2:18][CH2:17][NH:16][CH2:15][CH2:14]2)[CH2:11][CH3:12])[CH:5]=[CH:6][CH:7]=1.C(N(CC)CC)C.Cl[C:27]([O:29][CH2:30][CH:31]([CH3:33])[CH3:32])=[O:28]. Product: [CH2:30]([O:29][C:27]([N:16]1[CH2:15][CH2:14][N:13]([CH:10]([CH2:11][CH3:12])[C:9]#[C:8][C:4]2[CH:5]=[CH:6][CH:7]=[C:2]([Cl:1])[CH:3]=2)[CH2:18][CH2:17]1)=[O:28])[CH:31]([CH3:33])[CH3:32]. The catalyst class is: 2. (7) Reactant: [NH2:1][C:2]1[CH:10]=[CH:9][CH:8]=[C:7]2[C:3]=1[C:4](=[O:28])[N:5]([C@@H:12]([C:18]1[CH:23]=[CH:22][C:21]([OH:24])=[C:20]([O:25]CC)[CH:19]=1)[CH2:13][S:14]([CH3:17])(=[O:16])=[O:15])[C:6]2=[O:11].[Al+3].[Cl-].[Cl-].[Cl-].O. Product: [NH2:1][C:2]1[CH:10]=[CH:9][CH:8]=[C:7]2[C:3]=1[C:4](=[O:28])[N:5]([C@@H:12]([C:18]1[CH:23]=[CH:22][C:21]([OH:24])=[C:20]([OH:25])[CH:19]=1)[CH2:13][S:14]([CH3:17])(=[O:16])=[O:15])[C:6]2=[O:11]. The catalyst class is: 2. (8) Reactant: [N:1]1[CH:6]=[CH:5][CH:4]=[CH:3][C:2]=1[CH2:7][N:8]([C:16]1[CH:21]=[C:20]([C:22]([F:25])([F:24])[F:23])[CH:19]=[C:18]([Br:26])[N:17]=1)[CH2:9][C:10]1[CH:15]=[CH:14][CH:13]=[CH:12][N:11]=1.[Cl:27]N1C(=O)CCC1=O.O. Product: [N:11]1[CH:12]=[CH:13][CH:14]=[CH:15][C:10]=1[CH2:9][N:8]([C:16]1[CH:21]=[C:20]([C:22]([F:25])([F:24])[F:23])[C:19]([Cl:27])=[C:18]([Br:26])[N:17]=1)[CH2:7][C:2]1[CH:3]=[CH:4][CH:5]=[CH:6][N:1]=1. The catalyst class is: 9. (9) Reactant: [C:1]1([CH2:7][CH2:8][NH2:9])[CH:6]=[CH:5][CH:4]=[CH:3][CH:2]=1.[S:10]([OH:14])([OH:13])(=[O:12])=[O:11].CS[C:17](=[NH:19])[NH2:18].O.[OH-].[Na+]. The catalyst class is: 8. Product: [S:10]([OH:14])([OH:13])(=[O:12])=[O:11].[C:1]1([CH2:7][CH2:8][NH:9][C:17]([NH2:19])=[NH:18])[CH:6]=[CH:5][CH:4]=[CH:3][CH:2]=1.[C:1]1([CH2:7][CH2:8][NH:9][C:17]([NH2:19])=[NH:18])[CH:6]=[CH:5][CH:4]=[CH:3][CH:2]=1.